Task: Predict the reactants needed to synthesize the given product.. Dataset: Full USPTO retrosynthesis dataset with 1.9M reactions from patents (1976-2016) (1) Given the product [CH:33]1([NH:38][C:16](=[O:18])[C:15]2[CH:19]=[CH:20][C:21]([CH3:22])=[C:13]([N:8]3[CH:7]=[CH:6][C:5]4[C:10](=[CH:11][C:2]([OH:1])=[CH:3][CH:4]=4)[C:9]3=[O:12])[CH:14]=2)[CH2:34][CH2:35][CH2:36]1, predict the reactants needed to synthesize it. The reactants are: [OH:1][C:2]1[CH:11]=[C:10]2[C:5]([CH:6]=[CH:7][N:8]([C:13]3[CH:14]=[C:15]([CH:19]=[CH:20][C:21]=3[CH3:22])[C:16]([OH:18])=O)[C:9]2=[O:12])=[CH:4][CH:3]=1.CN(C(ON1N=[N:38][C:33]2[CH:34]=[CH:35][CH:36]=NC1=2)=[N+](C)C)C.F[P-](F)(F)(F)(F)F.C1(N)CCC1.O. (2) Given the product [Cl:17][C:6]1[CH:5]=[C:4]([C:9]2[CH:14]=[CH:13][CH:12]=[CH:11][CH:10]=2)[N:3]=[C:2]([CH3:1])[N:7]=1, predict the reactants needed to synthesize it. The reactants are: [CH3:1][C:2]1[NH:7][C:6](=O)[CH:5]=[C:4]([C:9]2[CH:14]=[CH:13][CH:12]=[CH:11][CH:10]=2)[N:3]=1.O=P(Cl)(Cl)[Cl:17].